From a dataset of Forward reaction prediction with 1.9M reactions from USPTO patents (1976-2016). Predict the product of the given reaction. (1) Given the reactants C(S[CH2:4][C:5]([C:8]1[NH:9][C:10]2[C:15]([C:16]=1[CH3:17])=[CH:14][C:13]([C:18]#[N:19])=[C:12]([C:20]([F:23])([F:22])[F:21])[CH:11]=2)([OH:7])[CH3:6])C.C(=O)(O)[O-].[Na+].[OH:29][O:30][S:31]([O-:33])=[O:32].[K+:34].[C:35](OCC)(=O)[CH3:36], predict the reaction product. The product is: [OH:29][O:30][S:31]([O-:33])=[O:32].[K+:34].[CH2:35]([S:31]([CH2:6][C:5]([C:8]1[NH:9][C:10]2[C:15]([C:16]=1[CH3:17])=[CH:14][C:13]([C:18]#[N:19])=[C:12]([C:20]([F:23])([F:21])[F:22])[CH:11]=2)([OH:7])[CH3:4])(=[O:33])=[O:30])[CH3:36]. (2) Given the reactants [F:1][C:2]([F:44])([CH:41]([F:43])[F:42])[CH2:3][O:4][C:5]1[CH:10]=[CH:9][C:8]([C:11]([NH:13][CH2:14][CH2:15][O:16][C:17]2[CH:22]=[CH:21][C:20]([CH2:23][C:24]([O:31][C:32]3[CH:37]=[CH:36][C:35]([CH:38]([CH3:40])[CH3:39])=[CH:34][CH:33]=3)([CH3:30])[C:25]([O:27]CC)=[O:26])=[CH:19][CH:18]=2)=[O:12])=[CH:7][N:6]=1.[OH-].[Na+], predict the reaction product. The product is: [F:44][C:2]([F:1])([CH:41]([F:42])[F:43])[CH2:3][O:4][C:5]1[CH:10]=[CH:9][C:8]([C:11]([NH:13][CH2:14][CH2:15][O:16][C:17]2[CH:18]=[CH:19][C:20]([CH2:23][C:24]([O:31][C:32]3[CH:37]=[CH:36][C:35]([CH:38]([CH3:40])[CH3:39])=[CH:34][CH:33]=3)([CH3:30])[C:25]([OH:27])=[O:26])=[CH:21][CH:22]=2)=[O:12])=[CH:7][N:6]=1. (3) The product is: [C:12]([C:14]([C:17]1[CH:18]=[C:19]([CH:23]=[CH:24][CH:25]=1)[C:20]([NH:6][C:5]1[CH:7]=[CH:8][C:2]([CH3:1])=[C:3]([N+:9]([O-:11])=[O:10])[CH:4]=1)=[O:21])([CH3:16])[CH3:15])#[N:13]. Given the reactants [CH3:1][C:2]1[CH:8]=[CH:7][C:5]([NH2:6])=[CH:4][C:3]=1[N+:9]([O-:11])=[O:10].[C:12]([C:14]([C:17]1[CH:18]=[C:19]([CH:23]=[CH:24][CH:25]=1)[C:20](O)=[O:21])([CH3:16])[CH3:15])#[N:13].CCN=C=NCCCN(C)C.C1C=CC2N(O)N=NC=2C=1.C(N(C(C)C)CC)(C)C, predict the reaction product. (4) Given the reactants [OH:1][N:2]1[C:10]2[C:5](=[CH:6][CH:7]=[CH:8][CH:9]=2)[CH2:4][C:3]1=[O:11].N1C=CN=C1.[Si:17](Cl)([C:20]([CH3:23])([CH3:22])[CH3:21])([CH3:19])[CH3:18], predict the reaction product. The product is: [Si:17]([O:1][N:2]1[C:10]2[C:5](=[CH:6][CH:7]=[CH:8][CH:9]=2)[CH2:4][C:3]1=[O:11])([C:20]([CH3:23])([CH3:22])[CH3:21])([CH3:19])[CH3:18]. (5) Given the reactants [NH2:1][C:2]1[CH:7]=[CH:6][CH:5]=[CH:4][C:3]=1[NH:8][C:9](=[O:41])[C:10]1[CH:15]=[CH:14][C:13]([CH2:16][N:17](CCCN(C)C)[C:18]([NH:20][C:21]2[CH:26]=[CH:25][CH:24]=[C:23]([O:27]CC3C=CC=CC=3)[CH:22]=2)=[O:19])=[CH:12][CH:11]=1.[C:42](OCC)(=O)[CH3:43].CO.[CH3:50][N:51]([CH:53]=O)[CH3:52], predict the reaction product. The product is: [NH2:1][C:2]1[CH:7]=[CH:6][CH:5]=[CH:4][C:3]=1[NH:8][C:9](=[O:41])[C:10]1[CH:11]=[CH:12][C:13]([CH:16]([NH:17][C:18]([NH:20][C:21]2[CH:26]=[CH:25][CH:24]=[C:23]([OH:27])[CH:22]=2)=[O:19])[CH2:42][CH2:43][CH2:53][N:51]([CH3:52])[CH3:50])=[CH:14][CH:15]=1. (6) The product is: [F:12][C:13]1[CH:18]=[CH:17][C:16]([C:2]2[C:7]([CH3:8])=[CH:6][C:5]([N+:9]([O-:11])=[O:10])=[CH:4][N:3]=2)=[C:15]([CH3:22])[CH:14]=1. Given the reactants Cl[C:2]1[C:7]([CH3:8])=[CH:6][C:5]([N+:9]([O-:11])=[O:10])=[CH:4][N:3]=1.[F:12][C:13]1[CH:18]=[CH:17][C:16](B(O)O)=[C:15]([CH3:22])[CH:14]=1, predict the reaction product. (7) The product is: [NH2:12][C:13]1[C:14]([C:20]([N:6]([C:4]([C:3]2[CH:8]=[CH:9][CH:10]=[CH:11][C:2]=2[F:1])=[O:5])[NH2:7])=[O:21])=[N:15][C:16]([Br:19])=[CH:17][N:18]=1. Given the reactants [F:1][C:2]1[CH:11]=[CH:10][CH:9]=[CH:8][C:3]=1[C:4]([NH:6][NH2:7])=[O:5].[NH2:12][C:13]1[C:14]([C:20](O)=[O:21])=[N:15][C:16]([Br:19])=[CH:17][N:18]=1.CN(C(ON1N=NC2C=CC=CC1=2)=[N+](C)C)C.[B-](F)(F)(F)F.CCN(C(C)C)C(C)C, predict the reaction product.